From a dataset of Forward reaction prediction with 1.9M reactions from USPTO patents (1976-2016). Predict the product of the given reaction. (1) Given the reactants [F:1][C:2]1[CH:3]=[C:4]([CH:14]([NH:16][C:17]([C:19]2[N:20]=[C:21](Cl)[O:22][CH:23]=2)=[O:18])[CH3:15])[CH:5]=[C:6]([F:13])[C:7]=1[NH:8][S:9]([CH3:12])(=[O:11])=[O:10].[CH:25]1([C:28]2[CH:33]=[CH:32][C:31]([C:34]([F:37])([F:36])[F:35])=[CH:30][C:29]=2[OH:38])[CH2:27][CH2:26]1, predict the reaction product. The product is: [F:1][C:2]1[CH:3]=[C:4]([CH:14]([NH:16][C:17]([C:19]2[N:20]=[C:21]([O:38][C:29]3[CH:30]=[C:31]([C:34]([F:35])([F:36])[F:37])[CH:32]=[CH:33][C:28]=3[CH:25]3[CH2:26][CH2:27]3)[O:22][CH:23]=2)=[O:18])[CH3:15])[CH:5]=[C:6]([F:13])[C:7]=1[NH:8][S:9]([CH3:12])(=[O:11])=[O:10]. (2) Given the reactants [CH3:1][C:2]1([CH3:28])[CH2:11][CH2:10][C:9]([CH3:13])([CH3:12])[C:8]2[CH:7]=[C:6]([Se:14][C:15]#[C:16][C:17]3[CH:27]=[CH:26][C:20]([C:21]([O:23]CC)=[O:22])=[CH:19][N:18]=3)[CH:5]=[CH:4][C:3]1=2.CCCCCCC, predict the reaction product. The product is: [CH3:1][C:2]1([CH3:28])[CH2:11][CH2:10][C:9]([CH3:12])([CH3:13])[C:8]2[CH:7]=[C:6]([Se:14][C:15]#[C:16][C:17]3[CH:27]=[CH:26][C:20]([C:21]([OH:23])=[O:22])=[CH:19][N:18]=3)[CH:5]=[CH:4][C:3]1=2. (3) The product is: [CH2:50]([N:57]1[CH:61]=[C:60]([C:62]2[CH:63]=[C:64]([NH:68][C:23]([C:18]3[C:19](=[O:22])[O:20][C:21]4[C:16]([CH:17]=3)=[CH:15][CH:14]=[CH:13][C:12]=4[O:11][CH3:10])=[O:25])[CH:65]=[CH:66][CH:67]=2)[CH:59]=[N:58]1)[C:51]1[CH:52]=[CH:53][CH:54]=[CH:55][CH:56]=1. Given the reactants CCN(C(C)C)C(C)C.[CH3:10][O:11][C:12]1[CH:13]=[CH:14][CH:15]=[C:16]2[C:21]=1[O:20][C:19](=[O:22])[C:18]([C:23]([OH:25])=O)=[CH:17]2.CN(C(ON1N=NC2C=CC=NC1=2)=[N+](C)C)C.F[P-](F)(F)(F)(F)F.[CH2:50]([N:57]1[CH:61]=[C:60]([C:62]2[CH:63]=[C:64]([NH2:68])[CH:65]=[CH:66][CH:67]=2)[CH:59]=[N:58]1)[C:51]1[CH:56]=[CH:55][CH:54]=[CH:53][CH:52]=1, predict the reaction product. (4) The product is: [C:5]1([C:4]([C:12]2[CH:17]=[CH:16][CH:15]=[CH:14][CH:13]=2)=[C:21]2[CH:20]=[CH:19][CH:18]=[CH:22]2)[CH:10]=[CH:9][CH:8]=[CH:7][CH:6]=1. Given the reactants C[O-].[Na+].[C:4]([C:12]1[CH:17]=[CH:16][CH:15]=[CH:14][CH:13]=1)(=O)[C:5]1[CH:10]=[CH:9][CH:8]=[CH:7][CH:6]=1.[CH:18]1[CH2:22][CH:21]=[CH:20][CH:19]=1, predict the reaction product. (5) Given the reactants ON1C2C=CC=CC=2N=N1.[CH2:11]([O:18][C:19]([NH:21]C1(C)CCN(C(=O)C(O)=O)CC1)=[O:20])[C:12]1[CH:17]=[CH:16][CH:15]=[CH:14][CH:13]=1.CC1(C)OC2(CN)OCC3OC(C)(C)OC3C2O1.Cl.CN(C)CCCN=C=NCC, predict the reaction product. The product is: [CH2:11]([O:18][C:19](=[O:20])[NH2:21])[C:12]1[CH:17]=[CH:16][CH:15]=[CH:14][CH:13]=1. (6) Given the reactants C(OC([N:8]1[CH2:13][CH2:12][CH2:11][CH:10]([O:14][C:15]2[CH:16]=[N:17][CH:18]=[CH:19][CH:20]=2)[CH2:9]1)=O)(C)(C)C.C(O)(C(F)(F)F)=O, predict the reaction product. The product is: [NH:17]1[CH2:18][CH2:19][CH2:20][CH:15]([O:14][C:10]2[CH:9]=[N:8][CH:13]=[CH:12][CH:11]=2)[CH2:16]1.